From a dataset of Catalyst prediction with 721,799 reactions and 888 catalyst types from USPTO. Predict which catalyst facilitates the given reaction. (1) Reactant: [CH3:1][C:2]1[N:3]=[C:4]([CH2:7][C:8]#[N:9])[NH:5][CH:6]=1.C([O:12][C:13](=O)[CH:14]([C:18]1[CH:23]=[CH:22][CH:21]=[CH:20][CH:19]=1)[C:15]([CH3:17])=O)C. Product: [CH3:1][C:2]1[NH:3][C:4]2[N:5]([CH:6]=1)[C:13](=[O:12])[C:14]([C:18]1[CH:23]=[CH:22][CH:21]=[CH:20][CH:19]=1)=[C:15]([CH3:17])[C:7]=2[C:8]#[N:9]. The catalyst class is: 6. (2) Reactant: [C:1]([O:14][CH2:15]Cl)(=[O:13])[CH2:2][CH2:3][CH2:4][CH2:5][CH2:6][CH2:7][CH2:8][CH2:9][CH2:10][CH2:11][CH3:12].[I-:17].[Na+]. Product: [I:17][CH2:15][O:14][C:1](=[O:13])[CH2:2][CH2:3][CH2:4][CH2:5][CH2:6][CH2:7][CH2:8][CH2:9][CH2:10][CH2:11][CH3:12]. The catalyst class is: 545. (3) Reactant: [CH3:1][O:2][C:3]1[CH:8]=[CH:7][C:6]([C:9]#[C:10][C:11]([C:13]2[N:18]=[C:17]([C:19]([O:21][CH3:22])=[O:20])[CH:16]=[CH:15][CH:14]=2)=[O:12])=[CH:5][CH:4]=1.O1CCOCC1.CC1C=C(C)C=C(C)C=1S([O-])(=O)=O.[NH2:42][N+:43]1[CH:48]=[CH:47][CH:46]=[C:45]([O:49][CH3:50])[CH:44]=1.C(=O)([O-])[O-].[K+].[K+]. Product: [CH3:50][O:49][C:45]1[CH:46]=[CH:47][C:48]2[N:43]([N:42]=[C:9]([C:6]3[CH:5]=[CH:4][C:3]([O:2][CH3:1])=[CH:8][CH:7]=3)[C:10]=2[C:11]([C:13]2[N:18]=[C:17]([C:19]([O:21][CH3:22])=[O:20])[CH:16]=[CH:15][CH:14]=2)=[O:12])[CH:44]=1. The catalyst class is: 84.